This data is from Reaction yield outcomes from USPTO patents with 853,638 reactions. The task is: Predict the reaction yield, written as a fraction of the theoretical maximum amount of product (1.0 means a 100% yield; for example, 0.34 means a 34% yield). The reactants are [OH:1][C:2]1[CH:3]=[CH:4][C:5]2[N:9]([CH3:10])[C:8](=[O:11])[N:7]([CH2:12][C@H:13]3[CH2:18][CH2:17][C@H:16]([C:19]([OH:21])=O)[CH2:15][CH2:14]3)[C:6]=2[CH:22]=1.CN(C(ON1N=NC2C=CC=NC1=2)=[N+](C)C)C.F[P-](F)(F)(F)(F)F.[C:47]([N:50]1[CH2:55][CH2:54][NH:53][CH2:52][CH2:51]1)(=[O:49])[CH3:48]. The catalyst is CN(C=O)C. The product is [C:47]([N:50]1[CH2:55][CH2:54][N:53]([C:19]([C@H:16]2[CH2:15][CH2:14][C@H:13]([CH2:12][N:7]3[C:6]4[CH:22]=[C:2]([OH:1])[CH:3]=[CH:4][C:5]=4[N:9]([CH3:10])[C:8]3=[O:11])[CH2:18][CH2:17]2)=[O:21])[CH2:52][CH2:51]1)(=[O:49])[CH3:48]. The yield is 0.740.